Dataset: NCI-60 drug combinations with 297,098 pairs across 59 cell lines. Task: Regression. Given two drug SMILES strings and cell line genomic features, predict the synergy score measuring deviation from expected non-interaction effect. (1) Drug 1: CC(C)CN1C=NC2=C1C3=CC=CC=C3N=C2N. Drug 2: CCC1(C2=C(COC1=O)C(=O)N3CC4=CC5=C(C=CC(=C5CN(C)C)O)N=C4C3=C2)O.Cl. Cell line: SK-MEL-2. Synergy scores: CSS=1.13, Synergy_ZIP=-4.56, Synergy_Bliss=-4.93, Synergy_Loewe=-14.0, Synergy_HSA=-8.78. (2) Drug 1: C1=NNC2=C1C(=O)NC=N2. Drug 2: C1C(C(OC1N2C=NC(=NC2=O)N)CO)O. Cell line: MALME-3M. Synergy scores: CSS=-0.134, Synergy_ZIP=-1.05, Synergy_Bliss=-1.09, Synergy_Loewe=-2.16, Synergy_HSA=-1.22.